This data is from Full USPTO retrosynthesis dataset with 1.9M reactions from patents (1976-2016). The task is: Predict the reactants needed to synthesize the given product. (1) Given the product [Cl:1][C:2]1[CH:3]=[C:4]([I:18])[CH:6]=[CH:7][C:8]=1[O:9][C:10]([F:13])([F:12])[F:11], predict the reactants needed to synthesize it. The reactants are: [Cl:1][C:2]1[CH:3]=[C:4]([CH:6]=[CH:7][C:8]=1[O:9][C:10]([F:13])([F:12])[F:11])N.N([O-])=O.[Na+].[I-:18].[K+]. (2) Given the product [CH3:1][O:2][C:3]1[CH:4]=[C:5]([CH:11]2[CH2:16][CH:15]([C:17]([F:18])([F:19])[F:20])[N:14]3[N:21]=[C:22]([C:24]4[CH:29]=[CH:28][N:27]=[C:26]([C:30]([NH:33][CH:34]5[CH2:35][CH2:36][N:37]([C:40]([O:42][C:43]([CH3:46])([CH3:45])[CH3:44])=[O:41])[CH2:38][CH2:39]5)=[O:31])[CH:25]=4)[CH:23]=[C:13]3[NH:12]2)[CH:6]=[CH:7][C:8]=1[O:9][CH3:10], predict the reactants needed to synthesize it. The reactants are: [CH3:1][O:2][C:3]1[CH:4]=[C:5]([CH:11]2[CH2:16][CH:15]([C:17]([F:20])([F:19])[F:18])[N:14]3[N:21]=[C:22]([C:24]4[CH:29]=[CH:28][N:27]=[C:26]([C:30](O)=[O:31])[CH:25]=4)[CH:23]=[C:13]3[NH:12]2)[CH:6]=[CH:7][C:8]=1[O:9][CH3:10].[NH2:33][CH:34]1[CH2:39][CH2:38][N:37]([C:40]([O:42][C:43]([CH3:46])([CH3:45])[CH3:44])=[O:41])[CH2:36][CH2:35]1. (3) Given the product [ClH:48].[ClH:48].[CH3:33][O:32][C:29]1[CH:30]=[C:31]2[C:26](=[CH:27][C:28]=1[O:34][CH3:35])[N:25]([CH3:36])[CH:24]=[C:23]2[C:21]1[NH:20][C:16]2=[N:17][CH:18]=[CH:19][C:14]([CH2:13][N:11]3[CH2:10][CH:9]([CH2:8][NH2:7])[CH2:12]3)=[C:15]2[CH:22]=1, predict the reactants needed to synthesize it. The reactants are: C(OC(=O)[NH:7][CH2:8][CH:9]1[CH2:12][N:11]([CH2:13][C:14]2[CH:19]=[CH:18][N:17]=[C:16]3[N:20](S(C4C=CC(C)=CC=4)(=O)=O)[C:21]([C:23]4[C:31]5[C:26](=[CH:27][C:28]([O:34][CH3:35])=[C:29]([O:32][CH3:33])[CH:30]=5)[N:25]([CH3:36])[CH:24]=4)=[CH:22][C:15]=23)[CH2:10]1)(C)(C)C.[ClH:48]. (4) Given the product [NH4+:11].[OH-:38].[Cl:46][CH2:47][CH2:48][N:11]1[CH2:10][C@:9]([C:4]2[CH:5]=[C:6]([F:8])[CH:7]=[C:2]([F:1])[CH:3]=2)([CH3:41])[N:18]([CH2:19][C:20]#[C:21][C:22]2[CH:23]=[C:24]3[CH2:39][C@@:29]4([C:37]5[C:32](=[N:33][CH:34]=[CH:35][CH:36]=5)[NH:31][C:30]4=[O:38])[CH2:28][C:25]3=[N:26][CH:27]=2)[C:17](=[O:40])[C:12]21[CH2:13][CH2:14][CH2:15][CH2:16]2, predict the reactants needed to synthesize it. The reactants are: [F:1][C:2]1[CH:3]=[C:4]([C@@:9]2([CH3:41])[N:18]([CH2:19][C:20]#[C:21][C:22]3[CH:23]=[C:24]4[CH2:39][C@@:29]5([C:37]6[C:32](=[N:33][CH:34]=[CH:35][CH:36]=6)[NH:31][C:30]5=[O:38])[CH2:28][C:25]4=[N:26][CH:27]=3)[C:17](=[O:40])[C:12]3([CH2:16][CH2:15][CH2:14][CH2:13]3)[NH:11][CH2:10]2)[CH:5]=[C:6]([F:8])[CH:7]=1.C(O)(=O)C.[Cl:46][CH2:47][CH:48]=O.C([BH3-])#N.[Na+]. (5) The reactants are: [NH2:1][C:2]1[CH:24]=[C:23]([C:25]#[N:26])[CH:22]=[CH:21][C:3]=1[CH2:4][C:5]([O:18][CH2:19][CH3:20])([C:9]1[CH:14]=[CH:13][C:12]([O:15][CH3:16])=[CH:11][C:10]=1[F:17])[C:6]([NH2:8])=[O:7].I[CH2:28][C:29]([NH2:31])=[O:30].C(N(C(C)C)C(C)C)C. Given the product [C:29]([CH2:28][NH:1][C:2]1[CH:24]=[C:23]([C:25]#[N:26])[CH:22]=[CH:21][C:3]=1[CH2:4][C:5]([O:18][CH2:19][CH3:20])([C:9]1[CH:14]=[CH:13][C:12]([O:15][CH3:16])=[CH:11][C:10]=1[F:17])[C:6]([NH2:8])=[O:7])(=[O:30])[NH2:31], predict the reactants needed to synthesize it.